From a dataset of Catalyst prediction with 721,799 reactions and 888 catalyst types from USPTO. Predict which catalyst facilitates the given reaction. (1) Reactant: [CH2:1]([O:3][C:4]1[CH:9]=[CH:8][C:7]([S:10]([N:13]2[CH2:18][CH2:17][N:16]([CH3:19])[CH2:15][CH2:14]2)(=[O:12])=[O:11])=[CH:6][C:5]=1[CH2:20][OH:21])[CH3:2]. Product: [CH2:1]([O:3][C:4]1[CH:9]=[CH:8][C:7]([S:10]([N:13]2[CH2:18][CH2:17][N:16]([CH3:19])[CH2:15][CH2:14]2)(=[O:11])=[O:12])=[CH:6][C:5]=1[CH:20]=[O:21])[CH3:2]. The catalyst class is: 697. (2) Reactant: [NH:1]1[CH2:6][CH2:5][CH:4]([C:7]([C:9]2[CH:14]=[CH:13][C:12]([NH:15][C:16](=[O:18])[CH3:17])=[CH:11][CH:10]=2)=[O:8])[CH2:3][CH2:2]1.C(=O)([O-])[O-].[K+].[K+].Br[CH2:26][C:27]1[CH:32]=[CH:31][C:30]([C:33]([OH:42])([C:38]([F:41])([F:40])[F:39])[C:34]([F:37])([F:36])[F:35])=[CH:29][CH:28]=1.CO. Product: [F:35][C:34]([F:36])([F:37])[C:33]([C:30]1[CH:31]=[CH:32][C:27]([CH2:26][N:1]2[CH2:2][CH2:3][CH:4]([C:7]([C:9]3[CH:10]=[CH:11][C:12]([NH:15][C:16](=[O:18])[CH3:17])=[CH:13][CH:14]=3)=[O:8])[CH2:5][CH2:6]2)=[CH:28][CH:29]=1)([OH:42])[C:38]([F:39])([F:41])[F:40]. The catalyst class is: 60. (3) Reactant: [N:1]1([C:7]2[C:8]3[S:15][C:14]([C:16]4[CH:17]=[N:18][N:19]([CH2:21][CH2:22][N:23]5[CH2:28][CH2:27][O:26][CH2:25][CH2:24]5)[CH:20]=4)=[CH:13][C:9]=3[N:10]=[CH:11][N:12]=2)[CH2:6][CH2:5][NH:4][CH2:3][CH2:2]1.[F:29][C:30]1[CH:35]=[CH:34][C:33]([CH2:36][N:37]=[C:38]=[O:39])=[CH:32][CH:31]=1.C(N(CC)C(C)C)(C)C. Product: [F:29][C:30]1[CH:31]=[CH:32][C:33]([CH2:36][NH:37][C:38]([N:4]2[CH2:5][CH2:6][N:1]([C:7]3[C:8]4[S:15][C:14]([C:16]5[CH:17]=[N:18][N:19]([CH2:21][CH2:22][N:23]6[CH2:24][CH2:25][O:26][CH2:27][CH2:28]6)[CH:20]=5)=[CH:13][C:9]=4[N:10]=[CH:11][N:12]=3)[CH2:2][CH2:3]2)=[O:39])=[CH:34][CH:35]=1. The catalyst class is: 10. (4) Reactant: [C:1]([C:5]1[N:6]=[C:7]([C:10]2[CH:15]=[CH:14][CH:13]=[C:12]([O:16]C)[CH:11]=2)[S:8][CH:9]=1)([CH3:4])([CH3:3])[CH3:2]. Product: [C:1]([C:5]1[N:6]=[C:7]([C:10]2[CH:11]=[C:12]([OH:16])[CH:13]=[CH:14][CH:15]=2)[S:8][CH:9]=1)([CH3:4])([CH3:2])[CH3:3]. The catalyst class is: 201. (5) Reactant: [CH3:1][C:2]([CH3:56])([CH2:10][C:11]([O:13][C@H:14]1[CH2:31][CH2:30][C@@:29]2([CH3:32])[C@@H:16]([CH2:17][CH2:18][C@:19]3([CH3:53])[C@@H:28]2[CH2:27][CH2:26][C@H:25]2[C@@:20]3([CH3:52])[CH2:21][CH2:22][C@@:23]3(/[CH:40]=[CH:41]/[C:42](=[O:51])[NH:43][C:44]4[CH:49]=[CH:48][C:47]([CH3:50])=[CH:46][CH:45]=4)[CH2:35][C:34](=[O:36])[C:33]([CH:37]([CH3:39])[CH3:38])=[C:24]32)[C:15]1([CH3:55])[CH3:54])=[O:12])[C:3]([O:5]C(C)(C)C)=[O:4].C(O)(C(F)(F)F)=O. Product: [CH:37]([C:33]1[C:34](=[O:36])[CH2:35][C@:23]2(/[CH:40]=[CH:41]/[C:42](=[O:51])[NH:43][C:44]3[CH:45]=[CH:46][C:47]([CH3:50])=[CH:48][CH:49]=3)[CH2:22][CH2:21][C@:20]3([CH3:52])[C@H:25]([CH2:26][CH2:27][C@H:28]4[C@@:19]3([CH3:53])[CH2:18][CH2:17][C@@H:16]3[C@:29]4([CH3:32])[CH2:30][CH2:31][C@H:14]([O:13][C:11](=[O:12])[CH2:10][C:2]([CH3:56])([CH3:1])[C:3]([OH:5])=[O:4])[C:15]3([CH3:54])[CH3:55])[C:24]=12)([CH3:39])[CH3:38]. The catalyst class is: 4. (6) Reactant: F[C:2]1[CH:7]=[CH:6][C:5]([C:8]2[S:9][C:10]([C:14]([O:16][CH2:17][CH3:18])=[O:15])=[C:11]([CH3:13])[N:12]=2)=[CH:4][C:3]=1[N+:19]([O-:21])=[O:20].[C:22]1([OH:28])[CH:27]=[CH:26][CH:25]=[CH:24][CH:23]=1.C(=O)([O-])[O-].[K+].[K+].O. Product: [N+:19]([C:3]1[CH:4]=[C:5]([C:8]2[S:9][C:10]([C:14]([O:16][CH2:17][CH3:18])=[O:15])=[C:11]([CH3:13])[N:12]=2)[CH:6]=[CH:7][C:2]=1[O:28][C:22]1[CH:27]=[CH:26][CH:25]=[CH:24][CH:23]=1)([O-:21])=[O:20]. The catalyst class is: 9. (7) Reactant: Br[C:2]1[CH:3]=[C:4]([OH:8])[CH:5]=[CH:6][CH:7]=1.[H-].[Na+].C([Li])(CC)C.[B:16](OC)([O:19]C)[O:17]C. Product: [OH:8][C:4]1[CH:3]=[C:2]([B:16]([OH:19])[OH:17])[CH:7]=[CH:6][CH:5]=1. The catalyst class is: 1. (8) Reactant: C(=O)([O-])[O-].[K+].[K+].[I-].[Na+].Br[CH2:10][CH:11]1[CH2:15][CH2:14][CH2:13][O:12]1.[O:16]=[S:17]1(=[O:34])[CH2:22][CH2:21][N:20]2[CH:23]=[CH:24][CH:25]=[C:26]([C:27]3[CH:32]=[CH:31][C:30]([OH:33])=[CH:29][CH:28]=3)[C:19]2=[N:18]1. The catalyst class is: 58. Product: [O:12]1[CH2:13][CH2:14][CH2:15][CH:11]1[CH2:10][O:33][C:30]1[CH:29]=[CH:28][C:27]([C:26]2[C:19]3=[N:18][S:17](=[O:34])(=[O:16])[CH2:22][CH2:21][N:20]3[CH:23]=[CH:24][CH:25]=2)=[CH:32][CH:31]=1. (9) Reactant: Cl.[CH3:2][N:3]1[C:11]2[CH2:10][CH2:9][NH:8][CH2:7][C:6]=2[C:5]([CH3:12])=[N:4]1.C([O-])([O-])=O.[K+].[K+].Br[CH2:20][CH2:21][CH2:22][Cl:23]. Product: [Cl:23][CH2:22][CH2:21][CH2:20][N:8]1[CH2:9][CH2:10][C:11]2[N:3]([CH3:2])[N:4]=[C:5]([CH3:12])[C:6]=2[CH2:7]1. The catalyst class is: 21.